From a dataset of Peptide-MHC class II binding affinity with 134,281 pairs from IEDB. Regression. Given a peptide amino acid sequence and an MHC pseudo amino acid sequence, predict their binding affinity value. This is MHC class II binding data. (1) The peptide sequence is RLTQSHPILNMIDTK. The MHC is DRB3_0101 with pseudo-sequence DRB3_0101. The binding affinity (normalized) is 0.129. (2) The peptide sequence is AAWGGSGSEAYQGVQ. The MHC is DRB1_1501 with pseudo-sequence DRB1_1501. The binding affinity (normalized) is 0.0626. (3) The peptide sequence is VGADEDDIKATYDKG. The MHC is DRB5_0102 with pseudo-sequence QEFFIASGAAVDAIMQDYFHGYDFDRATYHVGFT. The binding affinity (normalized) is 0.574. (4) The MHC is HLA-DQA10102-DQB10502 with pseudo-sequence HLA-DQA10102-DQB10502. The binding affinity (normalized) is 0.466. The peptide sequence is IRDKVQKEYALFYKLDVV.